This data is from Full USPTO retrosynthesis dataset with 1.9M reactions from patents (1976-2016). The task is: Predict the reactants needed to synthesize the given product. (1) Given the product [NH2:12][C:8]1[CH:7]=[C:6]([N:13]2[CH2:18][CH2:17][N:16]([C:20]([NH:19][C:22]3[CH:27]=[CH:26][CH:25]=[CH:24][C:23]=3[O:28][CH3:29])=[O:21])[CH2:15][CH2:14]2)[C:5]2[C:10](=[CH:11][C:2]([Cl:1])=[CH:3][CH:4]=2)[N:9]=1, predict the reactants needed to synthesize it. The reactants are: [Cl:1][C:2]1[CH:11]=[C:10]2[C:5]([C:6]([N:13]3[CH2:18][CH2:17][NH:16][CH2:15][CH2:14]3)=[CH:7][C:8]([NH2:12])=[N:9]2)=[CH:4][CH:3]=1.[N:19]([C:22]1[CH:27]=[CH:26][CH:25]=[CH:24][C:23]=1[O:28][CH3:29])=[C:20]=[O:21].C(N(C(C)C)CC)(C)C. (2) The reactants are: [Si:1]([O:8][C:9]1[CH:14]=[CH:13][C:12]([C:15]2[CH:16]=[C:17]([CH:20]=[CH:21][N:22]=2)[CH:18]=[O:19])=[C:11]([CH3:23])[CH:10]=1)([C:4]([CH3:7])([CH3:6])[CH3:5])([CH3:3])[CH3:2].[BH4-].[Na+].Cl. Given the product [Si:1]([O:8][C:9]1[CH:14]=[CH:13][C:12]([C:15]2[CH:16]=[C:17]([CH2:18][OH:19])[CH:20]=[CH:21][N:22]=2)=[C:11]([CH3:23])[CH:10]=1)([C:4]([CH3:7])([CH3:6])[CH3:5])([CH3:2])[CH3:3], predict the reactants needed to synthesize it. (3) Given the product [NH2:9][C:7]1[CH:6]=[C:5]([O:10][CH3:11])[C:4]([C:12]2[CH:17]=[CH:16][CH:15]=[CH:14][CH:13]=2)=[C:3]([O:2][CH3:1])[C:8]=1[C:32]([C:31]1[CH:34]=[CH:35][CH:36]=[C:29]([Br:28])[CH:30]=1)=[O:39], predict the reactants needed to synthesize it. The reactants are: [CH3:1][O:2][C:3]1[CH:8]=[C:7]([NH2:9])[CH:6]=[C:5]([O:10][CH3:11])[C:4]=1[C:12]1[CH:17]=[CH:16][CH:15]=[CH:14][CH:13]=1.C(#N)C1C=CC=C(C#N)C=1.[Br:28][C:29]1[CH:30]=[C:31]([CH:34]=[CH:35][CH:36]=1)[C:32]#N.CC[O:39]C(C)=O.C(Cl)Cl.